From a dataset of Forward reaction prediction with 1.9M reactions from USPTO patents (1976-2016). Predict the product of the given reaction. (1) Given the reactants [Cl:1][C:2]1[CH:28]=[CH:27][CH:26]=[CH:25][C:3]=1[CH2:4][N:5]1[C:13]2[C:8](=[CH:9][CH:10]=[CH:11][CH:12]=2)[CH:7]([C:14]2[CH:19]=[C:18]([CH3:20])[C:17]([O:21][CH3:22])=[C:16]([CH3:23])[CH:15]=2)[C:6]1=[O:24].C[Si]([N-][Si](C)(C)C)(C)C.[K+].F[C:40]1[CH:45]=[CH:44][C:43]([N+:46]([O-:48])=[O:47])=[CH:42][CH:41]=1, predict the reaction product. The product is: [Cl:1][C:2]1[CH:28]=[CH:27][CH:26]=[CH:25][C:3]=1[CH2:4][N:5]1[C:13]2[C:8](=[CH:9][CH:10]=[CH:11][CH:12]=2)[C:7]([C:14]2[CH:19]=[C:18]([CH3:20])[C:17]([O:21][CH3:22])=[C:16]([CH3:23])[CH:15]=2)([C:40]2[CH:45]=[CH:44][C:43]([N+:46]([O-:48])=[O:47])=[CH:42][CH:41]=2)[C:6]1=[O:24]. (2) The product is: [N+:19]([C:15]1[CH:14]=[C:13]([CH:18]=[CH:17][CH:16]=1)[CH2:12][NH:11][CH2:22][C:23]([O:25][C:26]([CH3:27])([CH3:28])[CH3:29])=[O:24])([O-:21])=[O:20]. Given the reactants C([O-])([O-])=O.[K+].[K+].FC(F)(F)C([N:11]([CH2:22][C:23]([O:25][C:26]([CH3:29])([CH3:28])[CH3:27])=[O:24])[CH2:12][C:13]1[CH:18]=[CH:17][CH:16]=[C:15]([N+:19]([O-:21])=[O:20])[CH:14]=1)=O, predict the reaction product. (3) Given the reactants [ClH:1].NC1C2C(=CC(CC(NC(=O)CNS(C3C(C)=C(C)C4OC(C)(C)CCC=4C=3C)(=O)=O)C(=O)N3CCCCC3)=CC=2)C=CN=1.[NH2:46][C:47]1[C:56]2[C:51](=[CH:52][C:53]([CH2:57][CH:58]([NH:67][C:68](=[O:74])OC(C)(C)C)[C:59](=[O:66])[N:60]3[CH2:65][CH2:64][CH2:63][CH2:62][CH2:61]3)=[CH:54][CH:55]=2)[CH:50]=[CH:49][N:48]=1.[NH:75]([S:87]([C:90]1[C:99]([CH3:100])=[C:97]([CH3:98])[C:94]([O:95][CH3:96])=[CH:93][C:91]=1[CH3:92])(=[O:89])=[O:88])[C@H:76](C(O)=O)[CH2:77][CH2:78][C:79](=[O:83])[O:80][CH2:81][CH3:82].N(C(OCC1C2C(=CC=CC=2)C2C1=CC=CC=2)=O)[C@H](C(OC(C)(C)C)=O)CCC(=O)O.[Cl-].N1(C(=O)C[C@H](NS(C2C(C)=CC(OC)=C(C)C=2C)(=O)=O)C(O)=O)CCOCC1, predict the reaction product. The product is: [ClH:1].[CH2:81]([O:80][C:79](=[O:83])[CH2:78][CH2:77][C@H:76]([NH:75][S:87]([C:90]1[C:91]([CH3:92])=[CH:93][C:94]([O:95][CH3:96])=[C:97]([CH3:98])[C:99]=1[CH3:100])(=[O:88])=[O:89])[C:68]([NH:67][CH:58]([CH2:57][C:53]1[CH:52]=[C:51]2[C:56](=[CH:55][CH:54]=1)[C:47]([NH2:46])=[N:48][CH:49]=[CH:50]2)[C:59](=[O:66])[N:60]1[CH2:61][CH2:62][CH2:63][CH2:64][CH2:65]1)=[O:74])[CH3:82]. (4) Given the reactants [CH3:1][O:2][C:3]1[CH:4]=[C:5]2[C:10](=[CH:11][C:12]=1[O:13][CH3:14])[N:9]=[CH:8][N:7]=[C:6]2[O:15][C:16]1[CH:22]=[CH:21][C:19]([NH2:20])=[C:18]([N+:23]([O-:25])=[O:24])[CH:17]=1.C(N(CC)CC)C.ClC(Cl)(O[C:37](=[O:43])OC(Cl)(Cl)Cl)Cl.[CH2:45]([N:49]([CH2:53][CH2:54][CH2:55][CH3:56])[CH2:50][CH2:51][NH2:52])[CH2:46][CH2:47][CH3:48], predict the reaction product. The product is: [CH2:45]([N:49]([CH2:53][CH2:54][CH2:55][CH3:56])[CH2:50][CH2:51][NH:52][C:37]([NH:20][C:19]1[CH:21]=[CH:22][C:16]([O:15][C:6]2[C:5]3[C:10](=[CH:11][C:12]([O:13][CH3:14])=[C:3]([O:2][CH3:1])[CH:4]=3)[N:9]=[CH:8][N:7]=2)=[CH:17][C:18]=1[N+:23]([O-:25])=[O:24])=[O:43])[CH2:46][CH2:47][CH3:48].